This data is from Forward reaction prediction with 1.9M reactions from USPTO patents (1976-2016). The task is: Predict the product of the given reaction. (1) Given the reactants [C:1]([O:5][C:6]([N:8]1[CH2:19][CH2:18][C:11]2([NH:15][C:14](=[O:16])[NH:13][C:12]2=[O:17])[CH2:10][CH2:9]1)=[O:7])([CH3:4])([CH3:3])[CH3:2].CI.[C:22](=O)([O-])[O-].[K+].[K+], predict the reaction product. The product is: [C:1]([O:5][C:6]([N:8]1[CH2:9][CH2:10][C:11]2([NH:15][C:14](=[O:16])[N:13]([CH3:22])[C:12]2=[O:17])[CH2:18][CH2:19]1)=[O:7])([CH3:4])([CH3:2])[CH3:3]. (2) Given the reactants N[C:2]1[CH:9]=[C:8]([CH3:10])[C:5]([C:6]#[N:7])=[C:4]([CH3:11])[N:3]=1.N([O-])=[O:13].[Na+], predict the reaction product. The product is: [OH:13][C:2]1[CH:9]=[C:8]([CH3:10])[C:5]([C:6]#[N:7])=[C:4]([CH3:11])[N:3]=1.